From a dataset of Peptide-MHC class II binding affinity with 134,281 pairs from IEDB. Regression. Given a peptide amino acid sequence and an MHC pseudo amino acid sequence, predict their binding affinity value. This is MHC class II binding data. The peptide sequence is RREVHIYYLEKANKI. The MHC is DRB1_0802 with pseudo-sequence DRB1_0802. The binding affinity (normalized) is 0.579.